This data is from Forward reaction prediction with 1.9M reactions from USPTO patents (1976-2016). The task is: Predict the product of the given reaction. (1) Given the reactants [N+:1]([C:4]1[CH:5]=[C:6]2[C:10](=[CH:11][CH:12]=1)[NH:9][CH:8]=[C:7]2[C:13]1[CH2:22][CH2:21][C:16]2(OCC[O:17]2)[CH2:15][CH:14]=1)([O-:3])=[O:2].Cl, predict the reaction product. The product is: [N+:1]([C:4]1[CH:5]=[C:6]2[C:10](=[CH:11][CH:12]=1)[NH:9][CH:8]=[C:7]2[C:13]1[CH2:22][CH2:21][C:16](=[O:17])[CH2:15][CH:14]=1)([O-:3])=[O:2]. (2) Given the reactants CN(C(ON1N=NC2C=CC=NC1=2)=[N+](C)C)C.F[P-](F)(F)(F)(F)F.[F:25][C:26]1[CH:27]=[C:28]([C:33]2[CH:41]=[CH:40][C:36]([C:37]([OH:39])=O)=[CH:35][N:34]=2)[CH:29]=[C:30]([F:32])[CH:31]=1.[NH2:42][CH2:43][CH:44]1[C:52]2[C:47](=[CH:48][CH:49]=[CH:50][CH:51]=2)[NH:46][C:45]1=[O:53], predict the reaction product. The product is: [F:32][C:30]1[CH:29]=[C:28]([C:33]2[CH:41]=[CH:40][C:36]([C:37]([NH:42][CH2:43][CH:44]3[C:52]4[C:47](=[CH:48][CH:49]=[CH:50][CH:51]=4)[NH:46][C:45]3=[O:53])=[O:39])=[CH:35][N:34]=2)[CH:27]=[C:26]([F:25])[CH:31]=1. (3) Given the reactants C([C:3]1[C:12]2[CH2:11][C@@H:10]([NH:13][CH2:14][C@@H:15]([C:17]3[CH:22]=[CH:21][C:20]([Cl:23])=[CH:19][CH:18]=3)[OH:16])[CH2:9][CH2:8][C:7]=2[CH:6]=[CH:5][C:4]=1[OH:24])C.[C:25](O[C:25]([O:27][C:28]([CH3:31])([CH3:30])[CH3:29])=[O:26])([O:27][C:28]([CH3:31])([CH3:30])[CH3:29])=[O:26], predict the reaction product. The product is: [Cl:23][C:20]1[CH:21]=[CH:22][C:17]([C@@H:15]([OH:16])[CH2:14][N:13]([C@H:10]2[CH2:9][CH2:8][C:7]3[C:12](=[CH:3][C:4]([OH:24])=[CH:5][CH:6]=3)[CH2:11]2)[C:25](=[O:26])[O:27][C:28]([CH3:31])([CH3:30])[CH3:29])=[CH:18][CH:19]=1. (4) Given the reactants [OH:1][C:2]1[CH:14]=[CH:13][C:5]2[C:6](=[O:12])[O:7][C:8]([CH3:11])([CH3:10])[O:9][C:4]=2[CH:3]=1.[CH2:15](Br)[C:16]1[CH:21]=[CH:20][CH:19]=[CH:18][CH:17]=1, predict the reaction product. The product is: [CH2:15]([O:1][C:2]1[CH:14]=[CH:13][C:5]2[C:6](=[O:12])[O:7][C:8]([CH3:10])([CH3:11])[O:9][C:4]=2[CH:3]=1)[C:16]1[CH:21]=[CH:20][CH:19]=[CH:18][CH:17]=1. (5) Given the reactants [N:1]1([S:7]([C:10]2[CH:11]=[C:12]([CH:16]=[CH:17][CH:18]=2)[C:13]([OH:15])=O)(=[O:9])=[O:8])[CH2:6][CH2:5][CH2:4][CH2:3][CH2:2]1.[CH3:19][S:20][C:21]1[CH:27]=[CH:26][C:24]([NH2:25])=[CH:23][CH:22]=1, predict the reaction product. The product is: [CH3:19][S:20][C:21]1[CH:27]=[CH:26][C:24]([NH:25][C:13](=[O:15])[C:12]2[CH:16]=[CH:17][CH:18]=[C:10]([S:7]([N:1]3[CH2:2][CH2:3][CH2:4][CH2:5][CH2:6]3)(=[O:8])=[O:9])[CH:11]=2)=[CH:23][CH:22]=1. (6) Given the reactants [CH3:1][O:2][C:3]1[CH:8]=[CH:7][N:6]=[C:5]([NH:9][S:10]([C:13]2[CH:18]=[CH:17][C:16]([N+:19]([O-])=O)=[CH:15][CH:14]=2)(=[O:12])=[O:11])[N:4]=1.O, predict the reaction product. The product is: [NH2:19][C:16]1[CH:17]=[CH:18][C:13]([S:10]([NH:9][C:5]2[N:4]=[C:3]([O:2][CH3:1])[CH:8]=[CH:7][N:6]=2)(=[O:11])=[O:12])=[CH:14][CH:15]=1.